This data is from Full USPTO retrosynthesis dataset with 1.9M reactions from patents (1976-2016). The task is: Predict the reactants needed to synthesize the given product. (1) Given the product [F:1][C:2]1[CH:3]=[C:4]2[C:8](=[CH:9][C:10]=1[NH:11][C:12](=[O:13])[C:14]([OH:17])([CH3:16])[CH3:15])[NH:7][C:6](=[O:21])[CH2:5]2, predict the reactants needed to synthesize it. The reactants are: [F:1][C:2]1[CH:3]=[C:4]2[C:8](=[CH:9][C:10]=1[NH:11][C:12]([C:14]([O:17]C(=O)C)([CH3:16])[CH3:15])=[O:13])[NH:7][C:6](=[O:21])[CH2:5]2.[OH-].[Na+].Cl. (2) Given the product [CH3:27][O:26][C:20]1[CH:25]=[CH:24][C:23]([C:9]([C:8]2[CH:7]=[CH:6][C:5]([S:2]([CH3:1])(=[O:3])=[O:4])=[CH:13][CH:12]=2)=[O:11])=[CH:22][CH:21]=1, predict the reactants needed to synthesize it. The reactants are: [CH3:1][S:2]([C:5]1[CH:13]=[CH:12][C:8]([C:9]([OH:11])=O)=[CH:7][CH:6]=1)(=[O:4])=[O:3].C(Cl)(=O)C(Cl)=O.[C:20]1([O:26][CH3:27])[CH:25]=[CH:24][CH:23]=[CH:22][CH:21]=1.[Cl-].[Al+3].[Cl-].[Cl-].Cl. (3) Given the product [CH3:1][O:2][C:3](=[O:12])[C:4]1[CH:9]=[CH:8][C:7]([C:10]2[O:11][CH:14]=[N:13][C:15]=2[CH3:16])=[CH:6][CH:5]=1, predict the reactants needed to synthesize it. The reactants are: [CH3:1][O:2][C:3](=[O:12])[C:4]1[CH:9]=[CH:8][C:7]([CH:10]=[O:11])=[CH:6][CH:5]=1.[N+:13]([CH:15](S(C1C=CC(C)=CC=1)(=O)=O)[CH3:16])#[C-:14].C(=O)([O-])[O-].[K+].[K+]. (4) Given the product [Cl:25][C@@H:4]([C:6]1[CH:11]=[CH:10][CH:9]=[CH:8][CH:7]=1)[C@H:3]([N:2]([CH3:1])[CH2:13][C:14]#[CH:15])[CH3:12], predict the reactants needed to synthesize it. The reactants are: [CH3:1][N:2]([CH2:13][C:14]#[CH:15])[C@H:3]([CH3:12])[C@@H:4]([C:6]1[CH:11]=[CH:10][CH:9]=[CH:8][CH:7]=1)O.C1COCC1.S([Cl:25])(C)(=O)=O.C([O-])([O-])=O.[Na+].[Na+]. (5) Given the product [CH2:12]([N:9]([CH2:10][CH3:11])[C:7](=[O:8])[C:6]1[CH:5]=[C:4]([CH:17]=[C:16]([O:18][CH2:19][CH3:20])[CH:15]=1)[C:3]([OH:21])=[O:2])[CH:13]=[CH2:14], predict the reactants needed to synthesize it. The reactants are: C[O:2][C:3](=[O:21])[C:4]1[CH:17]=[C:16]([O:18][CH2:19][CH3:20])[CH:15]=[C:6]([C:7]([N:9]([CH2:12][CH:13]=[CH2:14])[CH2:10][CH3:11])=[O:8])[CH:5]=1.[OH-].[Na+]. (6) Given the product [F:22][C:21]([F:24])([F:23])[C:18]1[CH:19]=[CH:20][C:15]([NH:14][C:11]2[C:12]3[N:13]=[C:5]([CH2:4][C:3]4[CH:25]=[CH:26][CH:27]=[CH:28][C:2]=4[C:30]#[N:31])[S:6][C:7]=3[N:8]=[CH:9][N:10]=2)=[CH:16][CH:17]=1, predict the reactants needed to synthesize it. The reactants are: I[C:2]1[CH:28]=[CH:27][CH:26]=[CH:25][C:3]=1[CH2:4][C:5]1[S:6][C:7]2[N:8]=[CH:9][N:10]=[C:11]([NH:14][C:15]3[CH:20]=[CH:19][C:18]([C:21]([F:24])([F:23])[F:22])=[CH:17][CH:16]=3)[C:12]=2[N:13]=1.[Cu](C#N)[C:30]#[N:31]. (7) Given the product [Cl:1][C:2]1[N:7]=[C:6]([C:8]2[S:38][C:36]([CH:35]([CH3:39])[CH3:34])=[N:37][C:9]=2[C:11]2[C:12]([O:24][CH3:25])=[C:13]([NH:17][C:18](=[O:23])[O:19][CH2:20][CH:21]=[CH2:22])[CH:14]=[CH:15][CH:16]=2)[CH:5]=[CH:4][N:3]=1, predict the reactants needed to synthesize it. The reactants are: [Cl:1][C:2]1[N:7]=[C:6]([CH2:8][C:9]([C:11]2[C:12]([O:24][CH3:25])=[C:13]([NH:17][C:18](=[O:23])[O:19][CH2:20][CH:21]=[CH2:22])[CH:14]=[CH:15][CH:16]=2)=O)[CH:5]=[CH:4][N:3]=1.C1C(=O)N(Br)C(=O)C1.[CH3:34][CH:35]([CH3:39])[C:36](=[S:38])[NH2:37].